The task is: Binary Classification. Given a miRNA mature sequence and a target amino acid sequence, predict their likelihood of interaction.. This data is from Experimentally validated miRNA-target interactions with 360,000+ pairs, plus equal number of negative samples. (1) The miRNA is hsa-miR-4707-3p with sequence AGCCCGCCCCAGCCGAGGUUCU. The protein sequence of the target gene is MSRPPPTGKMPGAPEAAAGDGAGAGRQRKLEALIRDPRSPINVESLLDGLNSLVLDLDFPALRKNKNIDNFLNRYEKIVKKIRGLQMKAEDYDVVKVIGRGAFGEVQLVRHKASQKVYAMKLLSKFEMIKRSDSAFFWEERDIMAFANSPWVVQLFCAFQDDRYLYMVMEYMPGGDLVNLMSNYDVPEKWAKFYTAEVVLALDAIHSMGLIHRDVKPDNMLLDKHGHLKLADFGTCMKMDETGMVHCDTAVGTPDYISPEVLKSQGGDGYYGRECDWWSVGVFLFEMLVGDTPFYADSLV.... Result: 0 (no interaction). (2) The miRNA is mmu-miR-675-5p with sequence UGGUGCGGAAAGGGCCCACAGU. The protein sequence of the target gene is MNFSVITCPNGGTNQGLLPYLMALDQYQLEEFKLCLEPQQLMDFWSAPQGHFPRIPWANLRAADPLNLSFLLDEHFPKGQAWKVVLGIFQTMNLTSLCEKVRAEMKENVQTQELQDPTQEDLEMLEAAAGNMQTQGCQDPNQEELDELEEETGNVQAQGCQDPNQEEPEMLEEADHRRKYRENMKAELLETWDNISWPKDHVYIRNTSKDEHEELQRLLDPNRTRAQAQTIVLVGRAGVGKTTLAMQAMLHWANGVLFQQRFSYVFYLSCHKIRYMKETTFAELISLDWPDFDAPIEEFM.... Result: 0 (no interaction). (3) The miRNA is hsa-miR-103a-3p with sequence AGCAGCAUUGUACAGGGCUAUGA. The protein sequence of the target gene is MAVNVYSTSVTSENLSRHDMLAWVNDSLHLNYTKIEQLCSGAAYCQFMDMLFPGCVHLRKVKFQAKLEHEYIHNFKVLQAAFKKMGVDKIIPVEKLVKGKFQDNFEFIQWFKKFFDANYDGKDYNPLLARQGQDVAPPPNPGDQIFNKSKKLIGTAVPQRTSPTGPKNMQTSGRLSNVAPPCILRKNPPSARNGGHETDAQILELNQQLVDLKLTVDGLEKERDFYFSKLRDIELICQEHESENSPVISGIIGILYATEEGFAPPEDDEIEEHQQEDQDEY. Result: 0 (no interaction).